Dataset: Full USPTO retrosynthesis dataset with 1.9M reactions from patents (1976-2016). Task: Predict the reactants needed to synthesize the given product. (1) The reactants are: [CH2:1]([C@@H:5]1[NH:10][CH2:9][C@H:8]([CH2:11][CH2:12][CH3:13])[NH:7][C:6]1=[O:14])[CH:2]([CH3:4])[CH3:3].[F:15][C:16]1[CH:21]=[CH:20][C:19]([C:22]2[O:26][N:25]=[C:24]([CH:27]=O)[CH:23]=2)=[CH:18][CH:17]=1.C([C@@H]1N(CC2C=C(C3C=CC=CC=3)ON=2)C[C@H](CC(C)C)NC1=O)C(C)C. Given the product [F:15][C:16]1[CH:17]=[CH:18][C:19]([C:22]2[O:26][N:25]=[C:24]([CH2:27][N:10]3[CH2:9][C@H:8]([CH2:11][CH2:12][CH3:13])[NH:7][C:6](=[O:14])[C@@H:5]3[CH2:1][CH:2]([CH3:4])[CH3:3])[CH:23]=2)=[CH:20][CH:21]=1, predict the reactants needed to synthesize it. (2) The reactants are: [CH3:1][N:2]1[C:6]([NH:7][C:8]2[C:13]([CH2:14][OH:15])=[CH:12][N:11]=[C:10]([S:16][CH3:17])[N:9]=2)=[CH:5][C:4]([CH3:18])=[N:3]1. Given the product [CH3:1][N:2]1[C:6]([NH:7][C:8]2[C:13]([CH:14]=[O:15])=[CH:12][N:11]=[C:10]([S:16][CH3:17])[N:9]=2)=[CH:5][C:4]([CH3:18])=[N:3]1, predict the reactants needed to synthesize it. (3) Given the product [CH3:43][N:30]([C:31]1[CH:36]=[CH:35][N:34]=[C:33]([C:37]2[CH:38]=[CH:39][CH:40]=[CH:41][CH:42]=2)[N:32]=1)[C:28]1[CH:27]=[CH:26][N:25]=[C:24]([NH:1][C@H:2]([C:4]2[CH:5]=[CH:6][C:7]([CH2:8][CH2:9][NH:10][C:11](=[O:20])[O:12][CH2:13][C:14]3[CH:15]=[CH:16][CH:17]=[CH:18][CH:19]=3)=[CH:21][CH:22]=2)[CH3:3])[N:29]=1, predict the reactants needed to synthesize it. The reactants are: [NH2:1][C@H:2]([C:4]1[CH:22]=[CH:21][C:7]([CH2:8][CH2:9][NH:10][C:11](=[O:20])[O:12][CH2:13][C:14]2[CH:19]=[CH:18][CH:17]=[CH:16][CH:15]=2)=[CH:6][CH:5]=1)[CH3:3].F[C:24]1[N:29]=[C:28]([N:30]([CH3:43])[C:31]2[CH:36]=[CH:35][N:34]=[C:33]([C:37]3[CH:42]=[CH:41][CH:40]=[CH:39][CH:38]=3)[N:32]=2)[CH:27]=[CH:26][N:25]=1. (4) Given the product [CH3:1][N:2]([CH3:24])[C:3]([C:5]1[CH:6]=[C:7]([S:11]([N:14]2[CH2:18][CH2:17][S:16][C@H:15]2[C:19]([OH:21])=[O:20])(=[O:13])=[O:12])[CH:8]=[CH:9][CH:10]=1)=[O:4], predict the reactants needed to synthesize it. The reactants are: [CH3:1][N:2]([CH3:24])[C:3]([C:5]1[CH:6]=[C:7]([S:11]([N:14]2[CH2:18][CH2:17][S:16][C@H:15]2[C:19]([O:21]CC)=[O:20])(=[O:13])=[O:12])[CH:8]=[CH:9][CH:10]=1)=[O:4].[Li+].[OH-].Cl. (5) Given the product [CH3:1][O:2][C:3]1[CH:4]=[C:5]2[C:8](=[CH:9][C:10]=1[O:11][CH3:12])[CH:7]([NH:13][CH3:14])[CH2:6]2, predict the reactants needed to synthesize it. The reactants are: [CH3:1][O:2][C:3]1[CH:4]=[C:5]2[C:8](=[CH:9][C:10]=1[O:11][CH3:12])[CH:7]([NH:13][C:14](=O)OCC)[CH2:6]2.[H-].[H-].[H-].[H-].[Li+].[Al+3].O.[OH-].[Na+]. (6) Given the product [CH:1]1([S:4][C:5]2[CH:13]=[CH:12][C:8]([CH2:9][NH2:11])=[CH:7][CH:6]=2)[CH2:2][CH2:3]1, predict the reactants needed to synthesize it. The reactants are: [CH:1]1([S:4][C:5]2[CH:13]=[CH:12][C:8]([C:9]([NH2:11])=O)=[CH:7][CH:6]=2)[CH2:3][CH2:2]1.[H-].[Al+3].[Li+].[H-].[H-].[H-].O. (7) Given the product [F:23][C:24]1[CH:25]=[CH:26][C:27]([C:30]2[S:34][C:33]([CH3:35])=[N:32][C:31]=2[C:36]([N:6]2[CH2:5][C@H:4]3[C@H:8]([CH2:9][CH:2]([CH3:1])[CH2:3]3)[C@H:7]2[CH2:10][NH:11][C:12]([C:14]2[N:21]3[C:17]([S:18][CH:19]=[CH:20]3)=[N:16][C:15]=2[CH3:22])=[O:13])=[O:37])=[CH:28][CH:29]=1, predict the reactants needed to synthesize it. The reactants are: [CH3:1][CH:2]1[CH2:9][C@H:8]2[C@H:4]([CH2:5][NH:6][C@@H:7]2[CH2:10][NH:11][C:12]([C:14]2[N:21]3[C:17]([S:18][CH:19]=[CH:20]3)=[N:16][C:15]=2[CH3:22])=[O:13])[CH2:3]1.[F:23][C:24]1[CH:29]=[CH:28][C:27]([C:30]2[S:34][C:33]([CH3:35])=[N:32][C:31]=2[C:36](O)=[O:37])=[CH:26][CH:25]=1. (8) The reactants are: Cl[C:2]1[C:7]([CH2:8][CH:9]=O)=[C:6]([Cl:11])[N:5]=[CH:4][N:3]=1.[C:12]([NH2:16])([CH3:15])([CH3:14])[CH3:13]. Given the product [C:12]([N:16]1[C:2]2[N:3]=[CH:4][N:5]=[C:6]([Cl:11])[C:7]=2[CH:8]=[CH:9]1)([CH3:15])([CH3:14])[CH3:13], predict the reactants needed to synthesize it.